From a dataset of NCI-60 drug combinations with 297,098 pairs across 59 cell lines. Regression. Given two drug SMILES strings and cell line genomic features, predict the synergy score measuring deviation from expected non-interaction effect. (1) Drug 1: CN(C)N=NC1=C(NC=N1)C(=O)N. Drug 2: CC1=C(C(CCC1)(C)C)C=CC(=CC=CC(=CC(=O)O)C)C. Cell line: DU-145. Synergy scores: CSS=0.198, Synergy_ZIP=-0.819, Synergy_Bliss=-2.34, Synergy_Loewe=-3.27, Synergy_HSA=-4.25. (2) Drug 1: CC1=C(C=C(C=C1)C(=O)NC2=CC(=CC(=C2)C(F)(F)F)N3C=C(N=C3)C)NC4=NC=CC(=N4)C5=CN=CC=C5. Drug 2: C#CCC(CC1=CN=C2C(=N1)C(=NC(=N2)N)N)C3=CC=C(C=C3)C(=O)NC(CCC(=O)O)C(=O)O. Cell line: SK-OV-3. Synergy scores: CSS=28.0, Synergy_ZIP=3.60, Synergy_Bliss=2.07, Synergy_Loewe=-19.7, Synergy_HSA=-0.104. (3) Drug 1: CCC1=CC2CC(C3=C(CN(C2)C1)C4=CC=CC=C4N3)(C5=C(C=C6C(=C5)C78CCN9C7C(C=CC9)(C(C(C8N6C)(C(=O)OC)O)OC(=O)C)CC)OC)C(=O)OC.C(C(C(=O)O)O)(C(=O)O)O. Drug 2: CC1=C2C(C(=O)C3(C(CC4C(C3C(C(C2(C)C)(CC1OC(=O)C(C(C5=CC=CC=C5)NC(=O)OC(C)(C)C)O)O)OC(=O)C6=CC=CC=C6)(CO4)OC(=O)C)O)C)O. Cell line: SK-MEL-5. Synergy scores: CSS=42.2, Synergy_ZIP=-2.78, Synergy_Bliss=-1.25, Synergy_Loewe=-11.4, Synergy_HSA=1.21. (4) Drug 1: CCC1=C2CN3C(=CC4=C(C3=O)COC(=O)C4(CC)O)C2=NC5=C1C=C(C=C5)O. Drug 2: C#CCC(CC1=CN=C2C(=N1)C(=NC(=N2)N)N)C3=CC=C(C=C3)C(=O)NC(CCC(=O)O)C(=O)O. Cell line: IGROV1. Synergy scores: CSS=56.8, Synergy_ZIP=-2.12, Synergy_Bliss=-2.56, Synergy_Loewe=-1.75, Synergy_HSA=-1.17. (5) Drug 1: C1=CC(=CC=C1CCCC(=O)O)N(CCCl)CCCl. Drug 2: C1CN(P(=O)(OC1)NCCCl)CCCl. Cell line: UO-31. Synergy scores: CSS=11.1, Synergy_ZIP=-5.35, Synergy_Bliss=-1.58, Synergy_Loewe=-5.63, Synergy_HSA=-0.514. (6) Drug 1: C1=CN(C(=O)N=C1N)C2C(C(C(O2)CO)O)O.Cl. Drug 2: C1CN(P(=O)(OC1)NCCCl)CCCl. Cell line: SK-MEL-5. Synergy scores: CSS=9.85, Synergy_ZIP=-2.18, Synergy_Bliss=0.934, Synergy_Loewe=-6.99, Synergy_HSA=-0.194. (7) Drug 1: CC(C1=C(C=CC(=C1Cl)F)Cl)OC2=C(N=CC(=C2)C3=CN(N=C3)C4CCNCC4)N. Drug 2: CN(C)C1=NC(=NC(=N1)N(C)C)N(C)C. Cell line: EKVX. Synergy scores: CSS=0.141, Synergy_ZIP=-0.760, Synergy_Bliss=-4.13, Synergy_Loewe=-13.7, Synergy_HSA=-6.27.